Dataset: Reaction yield outcomes from USPTO patents with 853,638 reactions. Task: Predict the reaction yield, written as a fraction of the theoretical maximum amount of product (1.0 means a 100% yield; for example, 0.34 means a 34% yield). (1) The product is [Si:13]([O:12][CH2:11][CH2:10][CH2:9][O:8][C:7]1[CH:6]=[CH:5][C:4]([C:20]2[CH:25]=[CH:24][C:23]([C:26]([O:28][CH2:29][CH3:30])=[O:27])=[CH:22][CH:21]=2)=[CH:3][C:2]=1[C:37]1[CH:38]=[CH:39][C:34]([N:33]([CH2:44][CH3:45])[CH2:31][CH3:32])=[C:35]([CH3:43])[CH:36]=1)([C:16]([CH3:19])([CH3:18])[CH3:17])([CH3:15])[CH3:14]. The yield is 0.950. The catalyst is C1C=CC([P]([Pd]([P](C2C=CC=CC=2)(C2C=CC=CC=2)C2C=CC=CC=2)([P](C2C=CC=CC=2)(C2C=CC=CC=2)C2C=CC=CC=2)[P](C2C=CC=CC=2)(C2C=CC=CC=2)C2C=CC=CC=2)(C2C=CC=CC=2)C2C=CC=CC=2)=CC=1. The reactants are Br[C:2]1[CH:3]=[C:4]([C:20]2[CH:25]=[CH:24][C:23]([C:26]([O:28][CH2:29][CH3:30])=[O:27])=[CH:22][CH:21]=2)[CH:5]=[CH:6][C:7]=1[O:8][CH2:9][CH2:10][CH2:11][O:12][Si:13]([C:16]([CH3:19])([CH3:18])[CH3:17])([CH3:15])[CH3:14].[CH2:31]([N:33]([CH2:44][CH3:45])[C:34]1[CH:39]=[CH:38][C:37](B(O)O)=[CH:36][C:35]=1[CH3:43])[CH3:32]. (2) The reactants are [Cl:1][C:2]1[CH:7]=[CH:6][CH:5]=[CH:4][C:3]=1[C:8]1[C:9]([C:34]([O:36]C)=[O:35])=[CH:10][C:11]([C:14]2[CH:15]=[CH:16][C:17]3[O:21][C:20]([C:22]4[CH:27]=[CH:26][C:25]([F:28])=[CH:24][CH:23]=4)=[C:19]([C:29](=[O:32])[NH:30][CH3:31])[C:18]=3[CH:33]=2)=[CH:12][CH:13]=1.[CH3:38]O.[OH-].[Na+].Cl. The catalyst is C(OCC)(=O)C.C1COCC1. The product is [Cl:1][C:2]1[CH:7]=[CH:6][CH:5]=[CH:4][C:3]=1[C:8]1[C:9]([C:34]([OH:36])=[O:35])=[CH:10][C:11]([C:14]2[CH:15]=[CH:16][C:17]3[O:21][C:20]([C:22]4[CH:23]=[CH:24][C:25]([F:28])=[CH:26][CH:27]=4)=[C:19]([C:29](=[O:32])[NH:30][CH3:31])[C:18]=3[CH:33]=2)=[C:12]([CH3:38])[CH:13]=1. The yield is 0.960. (3) The reactants are C([N:5]1[C:10](=[O:11])[C:9]([Cl:12])=[C:8]([O:13][CH2:14][C:15]2[CH:20]=[CH:19][C:18]([CH2:21][O:22][CH2:23][CH2:24][OH:25])=[CH:17][CH:16]=2)[CH:7]=[N:6]1)(C)(C)C.[C:26]1([CH3:36])[CH:31]=[CH:30][C:29]([S:32](Cl)(=[O:34])=[O:33])=[CH:28][CH:27]=1.[CH2:37](N(CC)CC)C.CCC[CH2:47][CH2:48][CH3:49]. The catalyst is ClCCl.C(OCC)(=O)C. The product is [C:48]([CH:14]([O:13][C:8]1[CH:7]=[N:6][NH:5][C:10](=[O:11])[C:9]=1[Cl:12])[C:15]1[CH:16]=[CH:17][C:18]([CH2:21][O:22][CH2:23][CH2:24][O:25][S:32]([C:29]2[CH:30]=[CH:31][C:26]([CH3:36])=[CH:27][CH:28]=2)(=[O:34])=[O:33])=[CH:19][CH:20]=1)([CH3:47])([CH3:49])[CH3:37]. The yield is 0.770. (4) The reactants are [C:1]([O:5][C:6]([NH:8][C:9]1[CH:16]=[CH:15][C:12]([O:13]C)=[CH:11][CH:10]=1)=[O:7])([CH3:4])([CH3:3])[CH3:2].[C:17]([Li])(C)(C)C.[CH2:22]1[O:24][CH2:23]1.[Cl-].[NH4+]. The product is [OH:13][CH2:12][CH2:15][C:16]1[C:23]([O:24][CH3:22])=[CH:17][CH:11]=[CH:10][C:9]=1[NH:8][C:6]([O:5][C:1]([CH3:2])([CH3:3])[CH3:4])=[O:7]. The yield is 0.370. The catalyst is CCOCC.